From a dataset of Catalyst prediction with 721,799 reactions and 888 catalyst types from USPTO. Predict which catalyst facilitates the given reaction. Product: [CH:34]1([C:37]([O:16][NH:15][C:14]([CH2:13][C@@H:12]([N:18]2[C:26](=[O:27])[C:25]3[C:20](=[CH:21][CH:22]=[CH:23][C:24]=3[NH:28][C:29]([CH:31]3[CH2:33][CH2:32]3)=[O:30])[CH2:19]2)[C:6]2[CH:7]=[CH:8][C:9]([O:10][CH3:11])=[C:4]([O:3][CH2:1][CH3:2])[CH:5]=2)=[O:17])=[O:38])[CH2:36][CH2:35]1. Reactant: [CH2:1]([O:3][C:4]1[CH:5]=[C:6]([C@H:12]([N:18]2[C:26](=[O:27])[C:25]3[C:20](=[CH:21][CH:22]=[CH:23][C:24]=3[NH:28][C:29]([CH:31]3[CH2:33][CH2:32]3)=[O:30])[CH2:19]2)[CH2:13][C:14](=[O:17])[NH:15][OH:16])[CH:7]=[CH:8][C:9]=1[O:10][CH3:11])[CH3:2].[CH:34]1([C:37](Cl)=[O:38])[CH2:36][CH2:35]1. The catalyst class is: 10.